This data is from Reaction yield outcomes from USPTO patents with 853,638 reactions. The task is: Predict the reaction yield, written as a fraction of the theoretical maximum amount of product (1.0 means a 100% yield; for example, 0.34 means a 34% yield). (1) The catalyst is ClCCl. The yield is 0.790. The reactants are [Br:1][C:2]1[C:3]([CH3:10])=[C:4]([Cl:9])[C:5]([CH3:8])=[N:6][CH:7]=1.ClC1C=C(C=CC=1)C(OO)=[O:16]. The product is [Br:1][C:2]1[C:3]([CH3:10])=[C:4]([Cl:9])[C:5]([CH3:8])=[N+:6]([O-:16])[CH:7]=1. (2) The reactants are [Cl:1][C:2]1[CH:10]=[C:9]([Cl:11])[CH:8]=[CH:7][C:3]=1[C:4](Cl)=[O:5].[N:12]1([C:18]2([CH2:28][NH2:29])[CH2:21][N:20]([S:22]([CH2:25][CH2:26][CH3:27])(=[O:24])=[O:23])[CH2:19]2)[CH2:17][CH2:16][O:15][CH2:14][CH2:13]1.C(N(CC)CC)C.C(O)(=O)C(O)=O. The catalyst is ClCCl.C(O)C. The product is [Cl:1][C:2]1[CH:10]=[C:9]([Cl:11])[CH:8]=[CH:7][C:3]=1[C:4]([NH:29][CH2:28][C:18]1([N:12]2[CH2:17][CH2:16][O:15][CH2:14][CH2:13]2)[CH2:21][N:20]([S:22]([CH2:25][CH2:26][CH3:27])(=[O:24])=[O:23])[CH2:19]1)=[O:5]. The yield is 0.0400. (3) The reactants are [CH3:1][O:2][C:3]([C:5]1[S:6][C:7]([Br:11])=[CH:8][C:9]=1[NH2:10])=[O:4].[CH2:12]1[O:22][C:15]2([CH2:20][CH2:19][C:18](=O)[CH2:17][CH2:16]2)[O:14][CH2:13]1.C1([SiH3])C=CC=CC=1. The catalyst is C1COCC1.C([Sn](Cl)(Cl)CCCC)CCC. The product is [CH3:1][O:2][C:3]([C:5]1[S:6][C:7]([Br:11])=[CH:8][C:9]=1[NH:10][CH:18]1[CH2:19][CH2:20][C:15]2([O:22][CH2:12][CH2:13][O:14]2)[CH2:16][CH2:17]1)=[O:4]. The yield is 0.920. (4) The catalyst is COCCOC.C1C=CC(P(C2C=CC=CC=2)[C-]2C=CC=C2)=CC=1.C1C=CC(P(C2C=CC=CC=2)[C-]2C=CC=C2)=CC=1.Cl[Pd]Cl.[Fe+2].C(Cl)Cl. The yield is 0.460. The reactants are [CH3:1][O:2][C:3]1[CH:8]=[C:7](B2OC(C)(C)C(C)(C)O2)[CH:6]=[CH:5][C:4]=1[OH:18].Br[C:20]1[CH:25]=[CH:24][C:23]([CH:26]([C:31]([O:33][CH3:34])=[O:32])[C:27]([O:29][CH3:30])=[O:28])=[C:22]([N+:35]([O-:37])=[O:36])[CH:21]=1.C(=O)([O-])[O-].[Na+].[Na+]. The product is [OH:18][C:4]1[CH:5]=[CH:6][C:7]([C:20]2[CH:25]=[CH:24][C:23]([CH:26]([C:31]([O:33][CH3:34])=[O:32])[C:27]([O:29][CH3:30])=[O:28])=[C:22]([N+:35]([O-:37])=[O:36])[CH:21]=2)=[CH:8][C:3]=1[O:2][CH3:1]. (5) The catalyst is CN(C)C=O.O1CCCC1. The product is [CH:33]1([C:31]([NH:30][C:28]2[N:29]=[C:24]3[CH:23]=[CH:22][C:21]([O:20][C:19]4[CH:18]=[C:17]([NH:16][C:7]([C:4]5[CH:3]=[C:2]([CH3:1])[O:6][N:5]=5)=[O:9])[CH:38]=[CH:37][CH:36]=4)=[N:26][N:25]3[CH:27]=2)=[O:32])[CH2:34][CH2:35]1. The reactants are [CH3:1][C:2]1[O:6][N:5]=[C:4]([C:7]([OH:9])=O)[CH:3]=1.C(Cl)(=O)C(Cl)=O.[NH2:16][C:17]1[CH:18]=[C:19]([CH:36]=[CH:37][CH:38]=1)[O:20][C:21]1[CH:22]=[CH:23][C:24]2[N:25]([CH:27]=[C:28]([NH:30][C:31]([CH:33]3[CH2:35][CH2:34]3)=[O:32])[N:29]=2)[N:26]=1.C(N(CC)CC)C. The yield is 0.580. (6) The reactants are [CH3:1][C:2]1[CH:24]=[CH:23][C:22]([N+:25]([O-])=O)=[CH:21][C:3]=1[NH:4][C:5]1[CH:10]=[C:9]([C:11]([F:14])([F:13])[F:12])[N:8]=[C:7]([C:15]2[CH:16]=[N:17][CH:18]=[CH:19][CH:20]=2)[N:6]=1.[Sn](Cl)(Cl)(Cl)[Cl:29].[OH-].[Na+]. The catalyst is C(O)C. The product is [ClH:29].[NH2:25][C:22]1[CH:23]=[CH:24][C:2]([CH3:1])=[C:3]([CH:21]=1)[NH:4][C:5]1[CH:10]=[C:9]([C:11]([F:13])([F:14])[F:12])[N:8]=[C:7]([C:15]2[CH:16]=[N:17][CH:18]=[CH:19][CH:20]=2)[N:6]=1. The yield is 0.440. (7) The reactants are [CH2:1]([C:3]([C:8]1[C:9]([CH3:14])=[N:10][CH:11]=[CH:12][CH:13]=1)([O:6][CH3:7])[CH2:4][CH3:5])[CH3:2].ClC1C=C(C=CC=1)C(OO)=[O:20]. The catalyst is C(Cl)Cl. The product is [CH2:1]([C:3]([C:8]1[C:9]([CH3:14])=[N+:10]([O-:20])[CH:11]=[CH:12][CH:13]=1)([O:6][CH3:7])[CH2:4][CH3:5])[CH3:2]. The yield is 0.980. (8) The reactants are Cl[CH2:2][C:3]1[CH:28]=[CH:27][C:6]([C:7]([NH:9][C:10]2[S:11][C:12]3[C:18]([N:19]4[CH2:24][CH2:23][O:22][CH2:21][CH2:20]4)=[CH:17][CH:16]=[C:15]([O:25][CH3:26])[C:13]=3[N:14]=2)=[O:8])=[CH:5][CH:4]=1.[H-].[Na+].[CH3:31][O:32][CH2:33][CH2:34][OH:35]. No catalyst specified. The product is [CH3:31][O:32][CH2:33][CH2:34][O:35][CH2:2][C:3]1[CH:28]=[CH:27][C:6]([C:7]([NH:9][C:10]2[S:11][C:12]3[C:18]([N:19]4[CH2:24][CH2:23][O:22][CH2:21][CH2:20]4)=[CH:17][CH:16]=[C:15]([O:25][CH3:26])[C:13]=3[N:14]=2)=[O:8])=[CH:5][CH:4]=1. The yield is 0.700. (9) The reactants are [N:1]([C:10]1[CH:16]=[CH:15][C:13]([NH2:14])=[CH:12][CH:11]=1)=[N:2][C:3]1[CH:9]=[CH:8][C:6]([NH2:7])=[CH:5][CH:4]=1.[C:17](Cl)(=[O:21])[CH2:18][CH2:19][CH3:20]. The catalyst is C(OCC)(=O)C. The product is [C:17]([NH:14][C:13]1[CH:15]=[CH:16][C:10]([N:1]=[N:2][C:3]2[CH:4]=[CH:5][C:6]([NH2:7])=[CH:8][CH:9]=2)=[CH:11][CH:12]=1)(=[O:21])[CH2:18][CH2:19][CH3:20]. The yield is 0.650.